Dataset: Peptide-MHC class II binding affinity with 134,281 pairs from IEDB. Task: Regression. Given a peptide amino acid sequence and an MHC pseudo amino acid sequence, predict their binding affinity value. This is MHC class II binding data. The peptide sequence is AFKVAAVAANAAPAN. The MHC is HLA-DPA10201-DPB11401 with pseudo-sequence HLA-DPA10201-DPB11401. The binding affinity (normalized) is 0.871.